This data is from Forward reaction prediction with 1.9M reactions from USPTO patents (1976-2016). The task is: Predict the product of the given reaction. (1) Given the reactants [N+:1]([C:4]1[CH:9]=[CH:8][C:7]([NH2:10])=[CH:6][C:5]=1[C:11]([F:14])([F:13])[F:12])([O-:3])=[O:2].C(O[CH:18]=[C:19]([C:25]#[N:26])[C:20]([O:22][CH2:23][CH3:24])=[O:21])C.C([O-])([O-])=O.[Cs+].[Cs+].O, predict the reaction product. The product is: [CH2:23]([O:22][C:20](=[O:21])[C:19]([C:25]#[N:26])=[CH:18][NH:10][C:7]1[CH:8]=[CH:9][C:4]([N+:1]([O-:3])=[O:2])=[C:5]([C:11]([F:12])([F:13])[F:14])[CH:6]=1)[CH3:24]. (2) Given the reactants C(N(CC)CC)C.[CH3:8][NH:9][CH2:10][CH2:11][OH:12].[CH3:13][O:14][C:15]1[CH:20]=[C:19]([CH3:21])[C:18]([S:22](Cl)(=[O:24])=[O:23])=[C:17]([CH3:26])[CH:16]=1, predict the reaction product. The product is: [OH:12][CH2:11][CH2:10][N:9]([CH3:8])[S:22]([C:18]1[C:19]([CH3:21])=[CH:20][C:15]([O:14][CH3:13])=[CH:16][C:17]=1[CH3:26])(=[O:24])=[O:23]. (3) Given the reactants Br[C:2]1[CH:16]=[C:15]([CH2:17][NH:18][S:19]([C:22]2[CH:27]=[CH:26][C:25]([F:28])=[CH:24][CH:23]=2)(=[O:21])=[O:20])[CH:14]=[CH:13][C:3]=1[O:4][CH2:5][C:6]([O:8][C:9]([CH3:12])([CH3:11])[CH3:10])=[O:7].[C:29]([C:31]1[CH:32]=[C:33](B(O)O)[CH:34]=[CH:35][CH:36]=1)#[N:30].C([O-])([O-])=O.[K+].[K+], predict the reaction product. The product is: [C:29]([C:31]1[CH:36]=[C:35]([C:2]2[CH:16]=[C:15]([CH2:17][NH:18][S:19]([C:22]3[CH:27]=[CH:26][C:25]([F:28])=[CH:24][CH:23]=3)(=[O:21])=[O:20])[CH:14]=[CH:13][C:3]=2[O:4][CH2:5][C:6]([O:8][C:9]([CH3:12])([CH3:11])[CH3:10])=[O:7])[CH:34]=[CH:33][CH:32]=1)#[N:30]. (4) Given the reactants [CH2:1]([Zn]CC)C.FC(F)(F)C(O)=O.[C:13]([Si:17]([CH3:32])([CH3:31])[O:18][CH2:19]/[CH:20]=[CH:21]\[B:22]1[O:26][C:25]([CH3:28])([CH3:27])[C:24]([CH3:30])([CH3:29])[O:23]1)([CH3:16])([CH3:15])[CH3:14], predict the reaction product. The product is: [C:13]([Si:17]([CH3:32])([CH3:31])[O:18][CH2:19][CH:20]1[CH2:1][CH:21]1[B:22]1[O:23][C:24]([CH3:30])([CH3:29])[C:25]([CH3:28])([CH3:27])[O:26]1)([CH3:14])([CH3:16])[CH3:15]. (5) Given the reactants [Cl:1][C:2]1[S:6][C:5]([C:7]([NH:9][CH2:10][C:11]2[N:12]=[CH:13][N:14]([C:16]3[CH:21]=[CH:20][C:19]([N:22]4[CH:27]=[CH:26][CH:25]=[CH:24][C:23]4=[O:28])=[CH:18][C:17]=3F)[CH:15]=2)=[O:8])=[CH:4][CH:3]=1.[OH-:30].[Na+], predict the reaction product. The product is: [Cl:1][C:2]1[S:6][C:5]([C:7]([NH:9][CH2:10][C:11]2[N:12]=[CH:13][N:14]([C:16]3[CH:21]=[CH:20][C:19]([N:22]4[CH:27]=[CH:26][CH:25]=[CH:24][C:23]4=[O:28])=[CH:18][C:17]=3[OH:30])[CH:15]=2)=[O:8])=[CH:4][CH:3]=1. (6) Given the reactants [F:1][C:2]1[CH:22]=[CH:21][CH:20]=[C:19]([F:23])[C:3]=1[CH2:4][O:5][C:6]1[N:11]2[N:12]=[C:13]([CH3:18])[C:14]([C:15]([OH:17])=O)=[C:10]2[CH:9]=[CH:8][CH:7]=1.ON1C2C=CC=CC=2N=N1.Cl.CN(C)CCCN=C=NCC.[C:46]([O:50][C:51](=[O:60])[NH:52][C:53]([CH3:59])([CH2:56][CH2:57][CH3:58])[CH2:54][NH2:55])([CH3:49])([CH3:48])[CH3:47].C(N(CC)C(C)C)(C)C, predict the reaction product. The product is: [C:46]([O:50][C:51](=[O:60])[NH:52][C:53]([CH3:59])([CH2:56][CH2:57][CH3:58])[CH2:54][NH:55][C:15]([C:14]1[C:13]([CH3:18])=[N:12][N:11]2[C:6]([O:5][CH2:4][C:3]3[C:2]([F:1])=[CH:22][CH:21]=[CH:20][C:19]=3[F:23])=[CH:7][CH:8]=[CH:9][C:10]=12)=[O:17])([CH3:49])([CH3:48])[CH3:47]. (7) The product is: [CH3:1][N:2]([CH2:17][C:18]1[CH:27]=[CH:26][C:21]([C:22]([O:24][CH3:25])=[O:23])=[CH:20][CH:19]=1)[C:3]1[S:4][CH:5]=[C:6]([C:8]2[CH:9]=[CH:10][CH:11]=[CH:12][CH:13]=2)[N:7]=1. Given the reactants [CH3:1][NH:2][C:3]1[S:4][CH:5]=[C:6]([C:8]2[CH:13]=[CH:12][CH:11]=[CH:10][CH:9]=2)[N:7]=1.[H-].[Na+].Br[CH2:17][C:18]1[CH:27]=[CH:26][C:21]([C:22]([O:24][CH3:25])=[O:23])=[CH:20][CH:19]=1.O, predict the reaction product. (8) The product is: [Cl:1][C:2]1[C:3]2[C:10]([C:19]3[CH:24]=[CH:23][CH:22]=[CH:21][CH:20]=3)=[CH:9][N:8]([CH3:12])[C:4]=2[N:5]=[CH:6][N:7]=1. Given the reactants [Cl:1][C:2]1[C:3]2[C:10](I)=[CH:9][N:8]([CH3:12])[C:4]=2[N:5]=[CH:6][N:7]=1.CC1(C)OB([C:19]2[CH:24]=[CH:23][CH:22]=[CH:21][CH:20]=2)OC1(C)C.C(=O)([O-])[O-].[Na+].[Na+], predict the reaction product. (9) Given the reactants [Cl:1][C:2]1[CH:7]=[CH:6][C:5]([C:8](=O)[C:9]([C:11]2[CH:16]=[CH:15][N:14]=[CH:13][CH:12]=2)=O)=[CH:4][CH:3]=1.[Cl:18][C:19]1[CH:26]=[CH:25][CH:24]=[C:23]([Cl:27])[C:20]=1[CH:21]=O.Cl.[F:29][C:30]([F:34])([F:33])[CH2:31][NH2:32].C([O-])(=O)C.[NH4+:39], predict the reaction product. The product is: [Cl:1][C:2]1[CH:7]=[CH:6][C:5]([C:8]2[N:32]([CH2:31][C:30]([F:34])([F:33])[F:29])[C:21]([C:20]3[C:19]([Cl:18])=[CH:26][CH:25]=[CH:24][C:23]=3[Cl:27])=[N:39][C:9]=2[C:11]2[CH:16]=[CH:15][N:14]=[CH:13][CH:12]=2)=[CH:4][CH:3]=1.